Task: Predict the reactants needed to synthesize the given product.. Dataset: Full USPTO retrosynthesis dataset with 1.9M reactions from patents (1976-2016) (1) Given the product [Cl:1][C:2]1[CH:3]=[C:4]([I:17])[C:5]([CH3:16])=[C:6]([CH:7]=1)[NH2:8], predict the reactants needed to synthesize it. The reactants are: [Cl:1][C:2]1[CH:3]=[C:4]([I:17])[C:5]([CH3:16])=[C:6]([NH:8]C(=O)OC(C)(C)C)[CH:7]=1.FC(F)(F)C(O)=O. (2) The reactants are: [CH3:1][O:2][C:3](=[O:15])[C:4]1[C:5](=[C:10](I)[CH:11]=[CH:12][CH:13]=1)[C:6]([O:8][CH3:9])=[O:7].[CH3:16][N:17]([CH3:30])[CH2:18][CH2:19][O:20][C:21]1[CH:26]=[CH:25][C:24]([NH2:27])=[C:23]([O:28][CH3:29])[CH:22]=1.C1C=CC(P(C2C(C3C(P(C4C=CC=CC=4)C4C=CC=CC=4)=CC=C4C=3C=CC=C4)=C3C(C=CC=C3)=CC=2)C2C=CC=CC=2)=CC=1.C(=O)([O-])[O-].[Cs+].[Cs+]. Given the product [CH3:1][O:2][C:3](=[O:15])[C:4]1[C:5](=[C:10]([NH:27][C:24]2[CH:25]=[CH:26][C:21]([O:20][CH2:19][CH2:18][N:17]([CH3:16])[CH3:30])=[CH:22][C:23]=2[O:28][CH3:29])[CH:11]=[CH:12][CH:13]=1)[C:6]([O:8][CH3:9])=[O:7], predict the reactants needed to synthesize it.